Dataset: Catalyst prediction with 721,799 reactions and 888 catalyst types from USPTO. Task: Predict which catalyst facilitates the given reaction. Reactant: Cl.[NH2:2][C:3]1[C:4]([Cl:11])=[C:5]([OH:10])[C:6]([CH3:9])=[CH:7][CH:8]=1.Cl.[NH2:13][C:14]1[CH:19]=[CH:18][C:17]([N:20]([CH2:24][CH3:25])[CH2:21][CH2:22][OH:23])=[CH:16][CH:15]=1.[OH-].[NH4+].OO. Product: [NH2:2][C:3]1[C:8](=[N:13][C:14]2[CH:15]=[CH:16][C:17]([N:20]([CH2:24][CH3:25])[CH2:21][CH2:22][OH:23])=[CH:18][CH:19]=2)[CH:7]=[C:6]([CH3:9])[C:5](=[O:10])[C:4]=1[Cl:11]. The catalyst class is: 97.